This data is from Forward reaction prediction with 1.9M reactions from USPTO patents (1976-2016). The task is: Predict the product of the given reaction. (1) Given the reactants [OH-].[Na+].[Cl:3][C:4]1[CH:5]=[C:6]([C:14]2[O:18][N:17]=[C:16]([C:19]3[C:20](CC)=[C:21]([CH2:25][CH2:26][C:27]([O:29]CC)=[O:28])[CH:22]=[CH:23][CH:24]=3)[N:15]=2)[CH:7]=[N:8][C:9]=1[O:10][CH:11]([CH3:13])[CH3:12].[ClH:34], predict the reaction product. The product is: [Cl:34][C:20]1[C:19]([C:16]2[N:15]=[C:14]([C:6]3[CH:7]=[N:8][C:9]([O:10][CH:11]([CH3:13])[CH3:12])=[C:4]([Cl:3])[CH:5]=3)[O:18][N:17]=2)=[CH:24][CH:23]=[CH:22][C:21]=1[CH2:25][CH2:26][C:27]([OH:29])=[O:28]. (2) Given the reactants [NH2:1][C@H:2]1[CH2:7][CH2:6][CH2:5][CH2:4][C@@H:3]1[CH2:8][OH:9].CO[Na].O=[C:14]1[CH2:19][CH2:18][N:17]([C:20]([O:22][C:23]([CH3:26])([CH3:25])[CH3:24])=[O:21])[CH2:16][CH2:15]1.[BH3-]C#N.[Na+], predict the reaction product. The product is: [OH:9][CH2:8][C@H:3]1[CH2:4][CH2:5][CH2:6][CH2:7][C@@H:2]1[NH:1][CH:14]1[CH2:19][CH2:18][N:17]([C:20]([O:22][C:23]([CH3:26])([CH3:25])[CH3:24])=[O:21])[CH2:16][CH2:15]1. (3) Given the reactants CO[C:3](=[O:31])[C@@H:4]([NH:20][C:21]([O:23][CH2:24][C:25]1[CH:30]=[CH:29][CH:28]=[CH:27][CH:26]=1)=[O:22])[CH2:5][CH2:6][NH:7][C:8](=O)[CH2:9][N:10]1[C:18]2[CH:17]=[CH:16][N:15]=[CH:14][C:13]=2[CH:12]=[CH:11]1.B#B, predict the reaction product. The product is: [CH2:24]([O:23][C:21](=[O:22])[NH:20][C@H:4]1[CH2:5][CH2:6][N:7]([CH2:8][CH2:9][N:10]2[C:18]3[CH:17]=[CH:16][N:15]=[CH:14][C:13]=3[CH:12]=[CH:11]2)[C:3]1=[O:31])[C:25]1[CH:26]=[CH:27][CH:28]=[CH:29][CH:30]=1. (4) Given the reactants C(O)(=O)C.[F:5][C:6]1[CH:13]=[C:12]([O:14][CH2:15][C:16]2[CH:21]=[CH:20][CH:19]=[CH:18][N:17]=2)[CH:11]=[CH:10][C:7]=1[CH:8]=O.[N+:22]([CH3:25])([O-:24])=[O:23].C([O-])(=O)C.[NH4+], predict the reaction product. The product is: [F:5][C:6]1[CH:13]=[C:12]([CH:11]=[CH:10][C:7]=1/[CH:8]=[CH:25]/[N+:22]([O-:24])=[O:23])[O:14][CH2:15][C:16]1[CH:21]=[CH:20][CH:19]=[CH:18][N:17]=1. (5) Given the reactants [F:1][C:2]([F:18])([F:17])[S:3]([O:6][C:7]1[CH:12]=[C:11]([CH3:13])[CH:10]=[CH:9][C:8]=1[CH:14]([CH3:16])[CH3:15])(=[O:5])=[O:4].S(=O)(=O)(O)O.[N+:24]([O-])([OH:26])=[O:25], predict the reaction product. The product is: [F:18][C:2]([F:17])([F:1])[S:3]([O:6][C:7]1[CH:12]=[C:11]([CH3:13])[C:10]([N+:24]([O-:26])=[O:25])=[CH:9][C:8]=1[CH:14]([CH3:15])[CH3:16])(=[O:4])=[O:5].